From a dataset of Full USPTO retrosynthesis dataset with 1.9M reactions from patents (1976-2016). Predict the reactants needed to synthesize the given product. (1) Given the product [CH3:23][S:20]([O:19][CH2:18][CH2:17][N:9]([C:10]([O:11][C:12]([CH3:14])([CH3:15])[CH3:13])=[O:16])[CH2:8][C:3]1[CH:4]=[CH:5][CH:6]=[CH:7][C:2]=1[F:1])(=[O:22])=[O:21], predict the reactants needed to synthesize it. The reactants are: [F:1][C:2]1[CH:7]=[CH:6][CH:5]=[CH:4][C:3]=1[CH2:8][N:9]([CH2:17][CH2:18][OH:19])[C:10](=[O:16])[O:11][C:12]([CH3:15])([CH3:14])[CH3:13].[S:20](Cl)([CH3:23])(=[O:22])=[O:21]. (2) The reactants are: [I:1][C:2]1[N:3]=[CH:4][N:5]([CH2:8][O:9][CH2:10][CH2:11][Si:12]([CH3:15])([CH3:14])[CH3:13])[C:6]=1I.C([Li])CCC.CN([CH:24]=[O:25])C.[NH4+].[Cl-]. Given the product [I:1][C:2]1[N:3]=[C:4]([CH:24]=[O:25])[N:5]([CH2:8][O:9][CH2:10][CH2:11][Si:12]([CH3:15])([CH3:14])[CH3:13])[CH:6]=1, predict the reactants needed to synthesize it. (3) Given the product [Cl:11][C:9]1[NH:8][C:4]2[N:5]=[CH:6][N:7]=[C:2]([NH:23][C:15]3[CH:16]=[C:17]4[C:21](=[CH:22][C:14]=3[O:13][CH3:12])[NH:20][N:19]=[CH:18]4)[C:3]=2[CH:10]=1, predict the reactants needed to synthesize it. The reactants are: Cl[C:2]1[C:3]2[CH:10]=[C:9]([Cl:11])[NH:8][C:4]=2[N:5]=[CH:6][N:7]=1.[CH3:12][O:13][C:14]1[CH:22]=[C:21]2[C:17]([CH:18]=[N:19][NH:20]2)=[CH:16][C:15]=1[NH2:23].